From a dataset of Full USPTO retrosynthesis dataset with 1.9M reactions from patents (1976-2016). Predict the reactants needed to synthesize the given product. Given the product [CH3:11][O:10][C:8]([C:7]1[CH:6]([C:12]2[CH:17]=[CH:16][CH:15]=[C:14]([N+:18]([O-:20])=[O:19])[CH:13]=2)[C:5]([C:21]([OH:23])=[O:22])=[C:4]([CH3:25])[NH:3][C:2]=1[CH3:1])=[O:9], predict the reactants needed to synthesize it. The reactants are: [CH3:1][C:2]1[NH:3][C:4]([CH3:25])=[C:5]([C:21]([O:23]C)=[O:22])[CH:6]([C:12]2[CH:17]=[CH:16][CH:15]=[C:14]([N+:18]([O-:20])=[O:19])[CH:13]=2)[C:7]=1[C:8]([O:10][CH3:11])=[O:9].[OH-].[Na+].